Predict which catalyst facilitates the given reaction. From a dataset of Catalyst prediction with 721,799 reactions and 888 catalyst types from USPTO. (1) Reactant: C(N(C(C)C)CC)(C)C.[C:10]([O:14][C:15]([N:17]1[CH2:21][CH2:20][CH2:19][C@H:18]1[CH2:22][C:23](O)=[O:24])=[O:16])([CH3:13])([CH3:12])[CH3:11].ClC(OCC(C)C)=O. Product: [OH:24][CH2:23][CH2:22][C@@H:18]1[CH2:19][CH2:20][CH2:21][N:17]1[C:15]([O:14][C:10]([CH3:13])([CH3:12])[CH3:11])=[O:16]. The catalyst class is: 7. (2) Reactant: [CH2:1]([O:3][C:4]([C:6]1[C:17](=[O:18])[N:16]([CH:19]2[CH2:23][CH2:22][CH2:21][CH2:20]2)[C:9]2[N:10]=[C:11]([S:14][CH3:15])[N:12]=[CH:13][C:8]=2[C:7]=1[CH3:24])=[O:5])[CH3:2].C1(S(N2C(C3C=CC=CC=3)O2)(=O)=[O:32])C=CC=CC=1. Product: [CH2:1]([O:3][C:4]([C:6]1[C:17](=[O:18])[N:16]([CH:19]2[CH2:23][CH2:22][CH2:21][CH2:20]2)[C:9]2[N:10]=[C:11]([S:14]([CH3:15])=[O:32])[N:12]=[CH:13][C:8]=2[C:7]=1[CH3:24])=[O:5])[CH3:2]. The catalyst class is: 2.